This data is from Forward reaction prediction with 1.9M reactions from USPTO patents (1976-2016). The task is: Predict the product of the given reaction. Given the reactants [CH3:1][C:2]1[C:3]([CH2:14][S:15][C:16]2[NH:17][C:18]3[CH:24]=[CH:23][CH:22]=[CH:21][C:19]=3[N:20]=2)=[N:4][CH:5]=[CH:6][C:7]=1[O:8][CH2:9][C:10]([F:13])([F:12])[F:11].O.C(C(C(C(OCC)=O)O)O)(OCC)=[O:27].C(N(C(C)C)CC)(C)C.S([O-])([O-])(=O)=S.[Na+].[Na+], predict the reaction product. The product is: [CH3:1][C:2]1[C:3]([CH2:14][S@:15]([C:16]2[NH:20][C:19]3[CH:21]=[CH:22][CH:23]=[CH:24][C:18]=3[N:17]=2)=[O:27])=[N:4][CH:5]=[CH:6][C:7]=1[O:8][CH2:9][C:10]([F:12])([F:11])[F:13].